From a dataset of Forward reaction prediction with 1.9M reactions from USPTO patents (1976-2016). Predict the product of the given reaction. (1) Given the reactants [CH3:1][O:2][C:3]1[CH:12]=[C:11]([C:13]([F:16])([F:15])[F:14])[C:6]([C:7](OC)=[O:8])=[CH:5][N:4]=1.[H-].C([Al+]CC(C)C)C(C)C, predict the reaction product. The product is: [CH3:1][O:2][C:3]1[N:4]=[CH:5][C:6]([CH2:7][OH:8])=[C:11]([C:13]([F:16])([F:14])[F:15])[CH:12]=1. (2) Given the reactants [O:1]=[C:2]1[CH:8]([CH2:9][C:10]([O:12]C)=[O:11])[CH2:7][C:6]2[CH:14]=[CH:15][C:16]([O:18][CH2:19][CH2:20][CH2:21][N:22]([C:24]3[CH:29]=[CH:28][CH:27]=[CH:26][N:25]=3)[CH3:23])=[CH:17][C:5]=2[CH2:4][N:3]1[CH2:30][C:31]1[CH:36]=[CH:35][C:34]([C:37]([F:40])([F:39])[F:38])=[CH:33][CH:32]=1.N1C=CC=CC=1NCCCOC1C=CC2CC(CC(OC)=O)C(=O)N(C)CC=2C=1.C(C(O)=O)(F)(F)F.O, predict the reaction product. The product is: [O:1]=[C:2]1[CH:8]([CH2:9][C:10]([OH:12])=[O:11])[CH2:7][C:6]2[CH:14]=[CH:15][C:16]([O:18][CH2:19][CH2:20][CH2:21][N:22]([C:24]3[CH:29]=[CH:28][CH:27]=[CH:26][N:25]=3)[CH3:23])=[CH:17][C:5]=2[CH2:4][N:3]1[CH2:30][C:31]1[CH:32]=[CH:33][C:34]([C:37]([F:40])([F:38])[F:39])=[CH:35][CH:36]=1.